This data is from Full USPTO retrosynthesis dataset with 1.9M reactions from patents (1976-2016). The task is: Predict the reactants needed to synthesize the given product. Given the product [Br-:19].[C:1]([O:5][C:6]([CH2:7][C:8]1[CH:17]=[CH:16][CH:15]=[C:14]2[C:9]=1[CH:10]=[CH:11][N+:12]([CH2:20][CH:21]1[CH2:23][CH2:22]1)=[CH:13]2)=[O:18])([CH3:4])([CH3:2])[CH3:3], predict the reactants needed to synthesize it. The reactants are: [C:1]([O:5][C:6](=[O:18])[CH2:7][C:8]1[CH:17]=[CH:16][CH:15]=[C:14]2[C:9]=1[CH:10]=[CH:11][N:12]=[CH:13]2)([CH3:4])([CH3:3])[CH3:2].[Br:19][CH2:20][CH:21]1[CH2:23][CH2:22]1.